From a dataset of Catalyst prediction with 721,799 reactions and 888 catalyst types from USPTO. Predict which catalyst facilitates the given reaction. Reactant: [F:1][C:2]1[CH:7]=[CH:6][C:5]([C:8]2[N:12]=[C:11]([C:13]3[CH:18]=[CH:17][C:16]([F:19])=[CH:15][CH:14]=3)[N:10]([CH2:20][C:21](O)=[O:22])[N:9]=2)=[CH:4][CH:3]=1.CCN(C(C)C)C(C)C.Br.Br.[S:35]1[C:44]2[CH2:43][CH2:42][NH:41][CH2:40][CH2:39][C:38]=2[N:37]=[C:36]1[NH2:45].C(=O)([O-])O.[Na+]. Product: [NH2:45][C:36]1[S:35][C:44]2[CH2:43][CH2:42][N:41]([C:21](=[O:22])[CH2:20][N:10]3[C:11]([C:13]4[CH:14]=[CH:15][C:16]([F:19])=[CH:17][CH:18]=4)=[N:12][C:8]([C:5]4[CH:6]=[CH:7][C:2]([F:1])=[CH:3][CH:4]=4)=[N:9]3)[CH2:40][CH2:39][C:38]=2[N:37]=1. The catalyst class is: 85.